From a dataset of Catalyst prediction with 721,799 reactions and 888 catalyst types from USPTO. Predict which catalyst facilitates the given reaction. (1) Reactant: [CH3:1][C:2]1[C:6]([N+:7]([O-:9])=[O:8])=[CH:5][NH:4][N:3]=1.CI.[C:12]([O-])([O-])=O.[K+].[K+]. Product: [CH3:12][N:3]1[C:2]([CH3:1])=[C:6]([N+:7]([O-:9])=[O:8])[CH:5]=[N:4]1. The catalyst class is: 3. (2) Reactant: [Cl:1][C:2]1[CH:7]=[CH:6][C:5]([CH:8]=O)=[CH:4][C:3]=1[N:10]1[CH2:15][CH2:14][CH:13]([C:16]([O:18][CH3:19])=[O:17])[CH2:12][CH2:11]1.[C:20]1([C@H:26]([NH2:28])[CH3:27])[CH:25]=[CH:24][CH:23]=[CH:22][CH:21]=1.C(O)(=O)C.[BH-](OC(C)=O)(OC(C)=O)OC(C)=O.[Na+]. Product: [Cl:1][C:2]1[CH:7]=[CH:6][C:5]([CH2:8][NH:28][C@@H:26]([C:20]2[CH:25]=[CH:24][CH:23]=[CH:22][CH:21]=2)[CH3:27])=[CH:4][C:3]=1[N:10]1[CH2:15][CH2:14][CH:13]([C:16]([O:18][CH3:19])=[O:17])[CH2:12][CH2:11]1. The catalyst class is: 26. (3) Reactant: O=[N+]([O-])[O-].[O-][N+](=O)[O-].[O-][N+](=O)[O-].[O-][N+](=O)[O-].[O-][N+](=O)[O-].[O-][N+](=O)[O-].[Ce+4].[NH4+].[NH4+].[C:28]([O:32][C:33]([NH:35][C@:36]([CH:71]1[CH2:76][CH2:75][CH2:74][CH2:73][CH2:72]1)([C:38]([N:40]1[CH2:70][CH2:69][CH2:68][C@H:41]1[C:42]([NH:44][CH2:45][C:46]1[CH:51]=[C:50]([Cl:52])[CH:49]=[CH:48][C:47]=1[CH2:53][CH:54]([NH:59]C1C=CC(OC)=CC=1)[C:55]([F:58])([F:57])[F:56])=[O:43])=[O:39])N)=[O:34])([CH3:31])([CH3:30])[CH3:29]. Product: [NH2:59][CH:54]([C:55]([F:58])([F:57])[F:56])[CH2:53][C:47]1[CH:48]=[CH:49][C:50]([Cl:52])=[CH:51][C:46]=1[CH2:45][NH:44][C:42](=[O:43])[C@@H:41]1[CH2:68][CH2:69][CH2:70][N:40]1[C:38](=[O:39])[C@H:36]([NH:35][C:33]([O:32][C:28]([CH3:30])([CH3:31])[CH3:29])=[O:34])[CH:71]1[CH2:72][CH2:73][CH2:74][CH2:75][CH2:76]1. The catalyst class is: 578. (4) Reactant: [OH:1][CH2:2][C@H:3]1[CH2:8][NH:7][CH2:6][CH2:5][N:4]1[C:9]([O:11][C:12]([CH3:15])([CH3:14])[CH3:13])=[O:10].[C:16]([Si:20](Cl)([CH3:22])[CH3:21])([CH3:19])([CH3:18])[CH3:17].N1C=CN=C1.C([O-])([O-])=O.[K+].[K+]. Product: [Si:20]([O:1][CH2:2][C@H:3]1[CH2:8][NH:7][CH2:6][CH2:5][N:4]1[C:9]([O:11][C:12]([CH3:15])([CH3:14])[CH3:13])=[O:10])([C:16]([CH3:19])([CH3:18])[CH3:17])([CH3:22])[CH3:21]. The catalyst class is: 4. (5) The catalyst class is: 177. Product: [NH2:1][C:2]1[CH:7]=[C:6]([N:8]2[CH2:13][CH2:12][N:11]([CH3:14])[CH2:10][CH2:9]2)[N:5]=[CH:4][C:3]=1[CH:15]=[O:16]. Reactant: [NH2:1][C:2]1[CH:7]=[C:6]([N:8]2[CH2:13][CH2:12][N:11]([CH3:14])[CH2:10][CH2:9]2)[N:5]=[CH:4][C:3]=1[CH2:15][OH:16]. (6) Reactant: [H-].[Na+].[F:3][C:4]1([F:17])[CH2:9][CH2:8][C:7]([CH2:15][OH:16])([C:10]([O:12][CH2:13][CH3:14])=[O:11])[CH2:6][CH2:5]1.S(OC)(O[CH3:22])(=O)=O. Product: [F:3][C:4]1([F:17])[CH2:5][CH2:6][C:7]([CH2:15][O:16][CH3:22])([C:10]([O:12][CH2:13][CH3:14])=[O:11])[CH2:8][CH2:9]1. The catalyst class is: 1. (7) Reactant: C([O:4][CH2:5][C:6]([NH:8][C:9]1[CH:14]=[CH:13][C:12]([CH2:15][CH:16]2[CH2:20][CH2:19][N:18]([CH:21]3[CH2:26][CH2:25][CH2:24][CH2:23][CH2:22]3)[C:17]2=[O:27])=[C:11]([Cl:28])[CH:10]=1)=[O:7])(=O)C.[OH-].[K+].Cl. Product: [Cl:28][C:11]1[CH:10]=[C:9]([NH:8][C:6](=[O:7])[CH2:5][OH:4])[CH:14]=[CH:13][C:12]=1[CH2:15][CH:16]1[CH2:20][CH2:19][N:18]([CH:21]2[CH2:26][CH2:25][CH2:24][CH2:23][CH2:22]2)[C:17]1=[O:27]. The catalyst class is: 7. (8) Product: [Br:6][C:7]1[N:8]([C:12]2[CH:19]=[CH:18][C:15]([C:16]#[N:17])=[CH:14][C:13]=2[CH3:20])[C:9]([CH:21]=[O:22])=[CH:10][CH:11]=1. Reactant: P(Cl)(Cl)(Cl)=O.[Br:6][C:7]1[N:8]([C:12]2[CH:19]=[CH:18][C:15]([C:16]#[N:17])=[CH:14][C:13]=2[CH3:20])[CH:9]=[CH:10][CH:11]=1.[C:21](=O)([O-])[O-:22].[Na+].[Na+]. The catalyst class is: 3. (9) Reactant: C([O:8][C:9]1[CH:10]=[C:11]2[C:16](=[CH:17][CH:18]=1)[C:15]([C:19]([O:21][CH3:22])=[O:20])=[CH:14][CH:13]=[C:12]2[N:23](CC1C=CC=CC=1)CC1C=CC=CC=1)C1C=CC=CC=1. Product: [CH3:22][O:21][C:19]([C:15]1[C:16]2[C:11](=[CH:10][C:9]([OH:8])=[CH:18][CH:17]=2)[C:12]([NH2:23])=[CH:13][CH:14]=1)=[O:20]. The catalyst class is: 19. (10) Reactant: C(=O)C1C=CC=CC=1.C(NCCN1C(=O)CSC1=O)(C1C=CC=CC=1)(C1C=CC=CC=1)C1C=CC=CC=1.N1CCCCC1.[NH2:44][CH2:45][CH2:46][N:47]1[C:51](=[O:52])[CH:50]([CH2:53][C:54]2[CH:59]=[CH:58][C:57](OCC)=[CH:56][CH:55]=2)[S:49][C:48]1=[O:63]. Product: [NH2:44][CH2:45][CH2:46][N:47]1[C:51](=[O:52])/[C:50](=[CH:53]/[C:54]2[CH:59]=[CH:58][CH:57]=[CH:56][CH:55]=2)/[S:49][C:48]1=[O:63]. The catalyst class is: 8.